Dataset: Forward reaction prediction with 1.9M reactions from USPTO patents (1976-2016). Task: Predict the product of the given reaction. Given the reactants C(C([N:6]1[C:11]([OH:12])=[C:10]([C:13]([NH:15][CH2:16][C:17]([OH:19])=[O:18])=[O:14])[C:9](=[O:20])[N:8](C(CC)CC)[C:7]1=[O:26])CC)C.[CH2:41]([CH:40](N1C(=O)CC(=O)N([CH:40]([CH2:43][CH3:44])[CH2:41][CH3:42])C1=O)[CH2:43][CH3:44])[CH3:42].[CH:46](N(C(C)C)CC)(C)[CH3:47].N(CC(OCC)=O)=[C:56]=O.[CH3:64][CH2:65][CH2:66][CH2:67][CH2:68][CH3:69], predict the reaction product. The product is: [OH:12][C:11]1[N:6]([CH:66]([CH2:65][CH2:64][CH3:56])[CH2:67][CH2:68][CH3:69])[C:7](=[O:26])[N:8]([CH:43]([CH2:40][CH2:41][CH3:42])[CH2:44][CH2:46][CH3:47])[C:9](=[O:20])[C:10]=1[C:13]([NH:15][CH2:16][C:17]([OH:19])=[O:18])=[O:14].